Dataset: Reaction yield outcomes from USPTO patents with 853,638 reactions. Task: Predict the reaction yield, written as a fraction of the theoretical maximum amount of product (1.0 means a 100% yield; for example, 0.34 means a 34% yield). (1) The reactants are [CH:1]1([CH:5]([C:19]2[CH:23]=[CH:22][S:21][CH:20]=2)[NH:6][C:7]([C:9]2[CH:10]=[C:11]3[C:15](=[CH:16][CH:17]=2)[NH:14][N:13]=[C:12]3I)=[O:8])[CH2:4][CH2:3][CH2:2]1.[O:24]1[CH2:29][CH2:28][N:27]([C:30]2[CH:35]=[CH:34][C:33](B(O)O)=[CH:32][CH:31]=2)[CH2:26][CH2:25]1.C([O-])([O-])=O.[Na+].[Na+]. The catalyst is CCO.C1C=CC([P]([Pd]([P](C2C=CC=CC=2)(C2C=CC=CC=2)C2C=CC=CC=2)([P](C2C=CC=CC=2)(C2C=CC=CC=2)C2C=CC=CC=2)[P](C2C=CC=CC=2)(C2C=CC=CC=2)C2C=CC=CC=2)(C2C=CC=CC=2)C2C=CC=CC=2)=CC=1. The product is [CH:1]1([CH:5]([C:19]2[CH:23]=[CH:22][S:21][CH:20]=2)[NH:6][C:7]([C:9]2[CH:10]=[C:11]3[C:15](=[CH:16][CH:17]=2)[NH:14][N:13]=[C:12]3[C:33]2[CH:32]=[CH:31][C:30]([N:27]3[CH2:26][CH2:25][O:24][CH2:29][CH2:28]3)=[CH:35][CH:34]=2)=[O:8])[CH2:4][CH2:3][CH2:2]1. The yield is 0.240. (2) The reactants are F[P-](F)(F)(F)(F)F.N1(O[P+](N(C)C)(N(C)C)N(C)C)C2C=CC=CC=2N=N1.[F:28][C:29]1[CH:34]=[CH:33][CH:32]=[CH:31][C:30]=1[CH2:35][CH2:36][NH:37][C:38](=[O:52])[CH2:39][C:40]1([C:46]2[CH:51]=[CH:50][CH:49]=[CH:48][CH:47]=2)[CH2:45][CH2:44][NH:43][CH2:42][CH2:41]1.[F:53][C:54]1[CH:59]=[CH:58][C:57]([CH2:60][CH2:61][C:62](O)=[O:63])=[CH:56][CH:55]=1.C(N(CC)CC)C. The catalyst is O1CCCC1.C(OCC)C. The product is [F:28][C:29]1[CH:34]=[CH:33][CH:32]=[CH:31][C:30]=1[CH2:35][CH2:36][NH:37][C:38](=[O:52])[CH2:39][C:40]1([C:46]2[CH:51]=[CH:50][CH:49]=[CH:48][CH:47]=2)[CH2:45][CH2:44][N:43]([C:62](=[O:63])[CH2:61][CH2:60][C:57]2[CH:58]=[CH:59][C:54]([F:53])=[CH:55][CH:56]=2)[CH2:42][CH2:41]1. The yield is 0.340. (3) The reactants are [CH3:1][C:2]1[CH:7]=[C:6]([C:8]2[CH:9]=[CH:10][C:11]3[N:18]4[CH2:19][C@H:14]([CH2:15][CH2:16][CH2:17]4)[NH:13][C:12]=3[N:20]=2)[CH:5]=[CH:4][N:3]=1.[N:21]1[CH:26]=[CH:25][CH:24]=[C:23]([NH:27][C:28](=O)[O:29]C2C=CC=CC=2)[N:22]=1.CO. The catalyst is C1COCC1.CN(C1C=CN=CC=1)C.C(Cl)Cl. The product is [CH3:1][C:2]1[CH:7]=[C:6]([C:8]2[CH:9]=[CH:10][C:11]3[N:18]4[CH2:19][C@H:14]([CH2:15][CH2:16][CH2:17]4)[N:13]([C:28]([NH:27][C:23]4[N:22]=[N:21][CH:26]=[CH:25][CH:24]=4)=[O:29])[C:12]=3[N:20]=2)[CH:5]=[CH:4][N:3]=1. The yield is 1.23. (4) The reactants are [OH:1][C:2]([C:34]1[CH:39]=[CH:38][CH:37]=[CH:36][CH:35]=1)([C:28]1[CH:33]=[CH:32][CH:31]=[CH:30][CH:29]=1)[CH:3]1[CH2:8][CH2:7][N:6]([CH2:9][CH2:10][CH2:11][C:12]([C:14]2[CH:19]=[CH:18][C:17]([C:20]([CH3:27])([CH3:26])[C:21]([O:23]CC)=[O:22])=[CH:16][CH:15]=2)=[O:13])[CH2:5][CH2:4]1.[OH-].[Na+].[BH4-].[Na+].CC(C)=O.[ClH:48]. The catalyst is O.CO. The product is [OH2:1].[ClH:48].[OH:1][C:2]([C:34]1[CH:35]=[CH:36][CH:37]=[CH:38][CH:39]=1)([C:28]1[CH:29]=[CH:30][CH:31]=[CH:32][CH:33]=1)[CH:3]1[CH2:8][CH2:7][N:6]([CH2:9][CH2:10][CH2:11][CH:12]([C:14]2[CH:19]=[CH:18][C:17]([C:20]([CH3:27])([CH3:26])[C:21]([OH:23])=[O:22])=[CH:16][CH:15]=2)[OH:13])[CH2:5][CH2:4]1. The yield is 0.980. (5) The reactants are Cl.[C:2]1([CH3:10])[CH:7]=[CH:6][C:5]([NH:8][NH2:9])=[CH:4][CH:3]=1.[CH2:11]([O:18][CH2:19][C:20]([CH3:27])([CH3:26])[C:21](=O)[CH2:22][C:23]#[N:24])[C:12]1[CH:17]=[CH:16][CH:15]=[CH:14][CH:13]=1.C([O-])(O)=O.[Na+]. The catalyst is CCO. The product is [CH2:11]([O:18][CH2:19][C:20]([C:21]1[CH:22]=[C:23]([NH2:24])[N:8]([C:5]2[CH:6]=[CH:7][C:2]([CH3:10])=[CH:3][CH:4]=2)[N:9]=1)([CH3:26])[CH3:27])[C:12]1[CH:17]=[CH:16][CH:15]=[CH:14][CH:13]=1. The yield is 0.600. (6) The reactants are FC(F)(F)C([O-])=O.[C:8]([C:10]1[C:23]([N+:24]([O-:26])=[O:25])=[CH:22][CH:21]=[CH:20][C:11]=1[O:12][CH2:13][C@H:14]1[CH2:19][CH2:18][CH2:17][CH2:16][NH2+:15]1)#[N:9].C(N(CC)CC)C.[C:34](Cl)(=[O:38])[CH2:35][CH2:36][CH3:37]. The catalyst is C(Cl)Cl. The product is [C:34]([N:15]1[CH2:16][CH2:17][CH2:18][CH2:19][C@@H:14]1[CH2:13][O:12][C:11]1[CH:20]=[CH:21][CH:22]=[C:23]([N+:24]([O-:26])=[O:25])[C:10]=1[C:8]#[N:9])(=[O:38])[CH2:35][CH2:36][CH3:37]. The yield is 0.750. (7) The reactants are [C:1]([OH:10])(=[O:9])[C:2]1[C:3](=[CH:5][CH:6]=[CH:7][CH:8]=1)[SH:4].N1C=CC=CC=1.[C:17]1([C:26]2[CH:31]=[CH:30][CH:29]=[CH:28][CH:27]=2)[C:18](C(Cl)=O)=[CH:19][CH:20]=[CH:21][CH:22]=1.[O:32]1CCC[CH2:33]1. The catalyst is O.Cl. The product is [C:26]1([C:17]2[CH:22]=[CH:21][CH:20]=[CH:19][CH:18]=2)[CH:27]=[CH:28][C:29]([C:33]([S:4][C:3]2[CH:5]=[CH:6][CH:7]=[CH:8][C:2]=2[C:1]([OH:10])=[O:9])=[O:32])=[CH:30][CH:31]=1. The yield is 0.560. (8) The reactants are [C:1]([O:5][C:6]([NH:8][C:9]1[S:10][CH:11]=[C:12]([C:14]([OH:16])=O)[N:13]=1)=[O:7])([CH3:4])([CH3:3])[CH3:2].Cl.[CH3:18][O:19][NH:20][CH3:21].CN(C(ON1N=NC2C=CC=NC1=2)=[N+](C)C)C.F[P-](F)(F)(F)(F)F.C(N(CC)CC)C. The catalyst is ClCCl. The product is [CH3:18][O:19][N:20]([CH3:21])[C:14]([C:12]1[N:13]=[C:9]([NH:8][C:6](=[O:7])[O:5][C:1]([CH3:2])([CH3:3])[CH3:4])[S:10][CH:11]=1)=[O:16]. The yield is 0.850. (9) The reactants are [OH-].[Na+].[OH:3][C:4]1[CH:9]=[CH:8][C:7]([O:10][CH2:11][CH2:12][O:13][CH2:14][CH2:15][O:16][CH2:17][CH2:18][O:19][CH3:20])=[CH:6][C:5]=1[C:21]1[S:22][CH2:23][C@:24]([CH3:32])([C:26]([O:28]C(C)C)=[O:27])[N:25]=1. The catalyst is CO. The product is [OH:3][C:4]1[CH:9]=[CH:8][C:7]([O:10][CH2:11][CH2:12][O:13][CH2:14][CH2:15][O:16][CH2:17][CH2:18][O:19][CH3:20])=[CH:6][C:5]=1[C:21]1[S:22][CH2:23][C@:24]([CH3:32])([C:26]([OH:28])=[O:27])[N:25]=1. The yield is 0.970. (10) The reactants are [Cl:1][C:2]1[C:3]([C:31](=[O:41])[N:32]([CH2:37][CH2:38][CH2:39][CH3:40])[CH2:33][CH2:34][CH2:35][CH3:36])=[N:4][N:5]([C:8]2[CH:18]=[CH:17][C:11]([C:12]([O:14][CH2:15][CH3:16])=[O:13])=[CH:10][C:9]=2[C:19]([N:21]2[CH2:30][CH2:29][C:28]3[C:23](=[CH:24][CH:25]=[CH:26][CH:27]=3)[CH2:22]2)=[O:20])[C:6]=1C.C(N(CCCC)C(C1C(Cl)=CNN=1)=O)CCC.FC1C=CC(C(OCC)=O)=CC=1C(N1CCC2C(=CC=CC=2)C1)=O. No catalyst specified. The product is [Cl:1][C:2]1[C:3]([C:31](=[O:41])[N:32]([CH2:33][CH2:34][CH2:35][CH3:36])[CH2:37][CH2:38][CH2:39][CH3:40])=[N:4][N:5]([C:8]2[CH:18]=[CH:17][C:11]([C:12]([O:14][CH2:15][CH3:16])=[O:13])=[CH:10][C:9]=2[C:19]([N:21]2[CH2:30][CH2:29][C:28]3[C:23](=[CH:24][CH:25]=[CH:26][CH:27]=3)[CH2:22]2)=[O:20])[CH:6]=1. The yield is 0.710.